This data is from Catalyst prediction with 721,799 reactions and 888 catalyst types from USPTO. The task is: Predict which catalyst facilitates the given reaction. (1) Reactant: [CH2:1]([C:3]1[CH:24]=[CH:23][CH:22]=[C:21]([CH3:25])[C:4]=1[CH2:5][NH:6][C:7]1[C:15]2[N:14]=[C:13]([CH3:16])[N:12]([CH3:17])[C:11]=2[CH:10]=[C:9]([C:18](O)=[O:19])[CH:8]=1)[CH3:2].[NH:26]1[CH2:31][CH2:30][O:29][CH2:28][CH2:27]1.O.C(=O)([O-])O.[Na+]. Product: [CH2:22]([C:21]1[CH:25]=[CH:2][CH:1]=[C:3]([CH3:24])[C:4]=1[CH2:5][NH:6][C:7]1[C:15]2[N:14]=[C:13]([CH3:16])[N:12]([CH3:17])[C:11]=2[CH:10]=[C:9]([C:18]([N:26]2[CH2:31][CH2:30][O:29][CH2:28][CH2:27]2)=[O:19])[CH:8]=1)[CH3:23]. The catalyst class is: 213. (2) Product: [Cl:31][CH2:25][C:20]1[CH2:21][CH2:22][CH2:23][CH2:24][C:19]=1[C:15]1[CH:16]=[CH:17][CH:18]=[C:13]([N+:10]([O-:12])=[O:11])[CH:14]=1. The catalyst class is: 4. Reactant: C(N(CC)C(C)C)(C)C.[N+:10]([C:13]1[CH:14]=[C:15]([C:19]2[CH2:24][CH2:23][CH2:22][CH2:21][C:20]=2[CH2:25]O)[CH:16]=[CH:17][CH:18]=1)([O-:12])=[O:11].CS([Cl:31])(=O)=O.O.